Dataset: Reaction yield outcomes from USPTO patents with 853,638 reactions. Task: Predict the reaction yield, written as a fraction of the theoretical maximum amount of product (1.0 means a 100% yield; for example, 0.34 means a 34% yield). The product is [CH2:15]([NH:22][C:2]1[CH:7]=[CH:6][C:5]([N+:8]([O-:10])=[O:9])=[CH:4][C:3]=1[S:11]([NH2:14])(=[O:13])=[O:12])[C:16]1[CH:21]=[CH:20][CH:19]=[CH:18][CH:17]=1. The catalyst is C(#N)C. The yield is 0.833. The reactants are Cl[C:2]1[CH:7]=[CH:6][C:5]([N+:8]([O-:10])=[O:9])=[CH:4][C:3]=1[S:11]([NH2:14])(=[O:13])=[O:12].[CH2:15]([NH2:22])[C:16]1[CH:21]=[CH:20][CH:19]=[CH:18][CH:17]=1.C(N(C(C)C)CC)(C)C.O.